Dataset: Reaction yield outcomes from USPTO patents with 853,638 reactions. Task: Predict the reaction yield, written as a fraction of the theoretical maximum amount of product (1.0 means a 100% yield; for example, 0.34 means a 34% yield). (1) The reactants are [C:1]([O:5][C:6]([NH:8][C:9]1[CH:10]=[C:11]2[N:17]([C:18](=[O:30])[C:19]3[C:24]([C:25]([F:28])([F:27])[F:26])=[CH:23][CH:22]=[CH:21][C:20]=3[Cl:29])[N:16]=[C:15]([C:31]3[CH:40]=[CH:39][C:34]([C:35]([O:37][CH3:38])=[O:36])=[CH:33][C:32]=3[F:41])[C:12]2=[N:13][CH:14]=1)=[O:7])([CH3:4])([CH3:3])[CH3:2].[H-].[Na+].[CH3:44]I. The catalyst is CN(C=O)C.C1COCC1. The product is [C:1]([O:5][C:6]([N:8]([CH3:44])[C:9]1[CH:10]=[C:11]2[N:17]([C:18](=[O:30])[C:19]3[C:24]([C:25]([F:26])([F:27])[F:28])=[CH:23][CH:22]=[CH:21][C:20]=3[Cl:29])[N:16]=[C:15]([C:31]3[CH:40]=[CH:39][C:34]([C:35]([O:37][CH3:38])=[O:36])=[CH:33][C:32]=3[F:41])[C:12]2=[N:13][CH:14]=1)=[O:7])([CH3:4])([CH3:2])[CH3:3]. The yield is 0.910. (2) The reactants are [CH2:1]([N:8]1[CH2:12][CH:11]([C:13]2[CH:18]=[CH:17][C:16]([Cl:19])=[C:15]([Cl:20])[CH:14]=2)[CH:10]([NH:21][CH3:22])[CH2:9]1)[C:2]1[CH:7]=[CH:6][CH:5]=[CH:4][CH:3]=1.CCN(CC)CC.[CH3:42][C:41]([O:40][C:38](O[C:38]([O:40][C:41]([CH3:44])([CH3:43])[CH3:42])=[O:39])=[O:39])([CH3:44])[CH3:43]. The catalyst is C(Cl)Cl.CN(C1C=CN=CC=1)C. The product is [C:41]([O:40][C:38](=[O:39])[N:21]([CH:10]1[CH:11]([C:13]2[CH:18]=[CH:17][C:16]([Cl:19])=[C:15]([Cl:20])[CH:14]=2)[CH2:12][N:8]([CH2:1][C:2]2[CH:7]=[CH:6][CH:5]=[CH:4][CH:3]=2)[CH2:9]1)[CH3:22])([CH3:42])([CH3:43])[CH3:44]. The yield is 0.710.